From a dataset of Forward reaction prediction with 1.9M reactions from USPTO patents (1976-2016). Predict the product of the given reaction. (1) The product is: [ClH:1].[NH:27]1[C:28]2[C:24](=[CH:23][CH:22]=[C:21]([NH:20][C:2]3[C:7]([C:8]([NH:10][C:11]4[CH:16]=[CH:15][C:14]([CH:17]([CH3:19])[CH3:18])=[CH:13][CH:12]=4)=[O:9])=[CH:6][CH:5]=[CH:4][N:3]=3)[CH:29]=2)[CH:25]=[N:26]1. Given the reactants [Cl:1][C:2]1[C:7]([C:8]([NH:10][C:11]2[CH:16]=[CH:15][C:14]([CH:17]([CH3:19])[CH3:18])=[CH:13][CH:12]=2)=[O:9])=[CH:6][CH:5]=[CH:4][N:3]=1.[NH2:20][C:21]1[CH:29]=[C:28]2[C:24]([CH:25]=[N:26][NH:27]2)=[CH:23][CH:22]=1, predict the reaction product. (2) Given the reactants [C:1]([O:5][C:6]([NH:8][C@H:9]1[C@@:14]([OH:16])([CH3:15])[C@@H:13]([CH3:17])[CH2:12][N:11](C(OCC2C=CC=CC=2)=O)[CH2:10]1)=[O:7])([CH3:4])([CH3:3])[CH3:2], predict the reaction product. The product is: [OH:16][C@:14]1([CH3:15])[C@@H:13]([CH3:17])[CH2:12][NH:11][CH2:10][C@H:9]1[NH:8][C:6](=[O:7])[O:5][C:1]([CH3:4])([CH3:3])[CH3:2]. (3) The product is: [Si:26]([C:18]1[C:17]([F:21])=[CH:16][N:15]=[C:14]([F:13])[C:19]=1[F:20])([C:22]([CH3:25])([CH3:24])[CH3:23])([CH3:28])[CH3:27]. Given the reactants C(NC(C)C)(C)C.[Li]CCCC.[F:13][C:14]1[C:19]([F:20])=[CH:18][C:17]([F:21])=[CH:16][N:15]=1.[C:22]([Si:26](Cl)([CH3:28])[CH3:27])([CH3:25])([CH3:24])[CH3:23].[Cl-].[NH4+], predict the reaction product. (4) Given the reactants [OH:1][CH2:2][C:3]1([OH:6])[CH2:5][CH2:4]1.[CH3:7][S:8](Cl)(=[O:10])=[O:9], predict the reaction product. The product is: [CH3:7][S:8]([O:1][CH2:2][C:3]1([O:6][S:8]([CH3:7])(=[O:10])=[O:9])[CH2:5][CH2:4]1)(=[O:10])=[O:9]. (5) Given the reactants [O:1]1[C:5]2[CH:6]=[CH:7][CH:8]=[C:9]([C:10]([CH3:21])([CH3:20])[CH2:11][C:12]([OH:19])([C:15]([F:18])([F:17])[F:16])[CH:13]=O)[C:4]=2[O:3][CH2:2]1.[NH2:22][C:23]1[CH:32]=[CH:31][C:30](F)=[C:29]2[C:24]=1[CH:25]=[N:26][C:27]([CH3:34])=[N:28]2.CCCCCC.C(OCC)(=O)C, predict the reaction product. The product is: [O:1]1[C:5]2[CH:6]=[CH:7][CH:8]=[C:9]([C:10]([CH3:21])([CH3:20])[CH2:11][C:12]([C:15]([F:16])([F:17])[F:18])([OH:19])[CH:13]=[N:22][C:23]3[CH:32]=[CH:31][CH:30]=[C:29]4[C:24]=3[CH:25]=[N:26][C:27]([CH3:34])=[N:28]4)[C:4]=2[O:3][CH2:2]1. (6) The product is: [CH2:8]([O:15][CH2:23][CH2:16][CH2:17][CH2:18][S:19]([O-:22])(=[O:21])=[O:20])[C:9]1[CH:14]=[CH:13][CH:12]=[CH:11][CH:10]=1.[Na+:2]. Given the reactants [H-].[Na+:2].CN(C)C=O.[CH2:8]([OH:15])[C:9]1[CH:14]=[CH:13][CH:12]=[CH:11][CH:10]=1.[CH2:16]1[CH2:23][O:22][S:19](=[O:21])(=[O:20])[CH2:18][CH2:17]1, predict the reaction product.